This data is from Catalyst prediction with 721,799 reactions and 888 catalyst types from USPTO. The task is: Predict which catalyst facilitates the given reaction. (1) Reactant: [CH2:1]([O:3][C:4]1[C:17]2[C:16]3[NH:15][CH2:14][CH2:13][CH2:12][C:11]=3[C:10](=[O:18])[N:9]([CH2:19][O:20][CH3:21])[C:8]=2[CH:7]=[C:6]([C:22](OC)=[O:23])[CH:5]=1)[CH3:2].O1CCCC1.[H-].[Al+3].[Li+].[H-].[H-].[H-]. Product: [CH2:1]([O:3][C:4]1[C:17]2[C:16]3[NH:15][CH2:14][CH2:13][CH2:12][C:11]=3[C:10](=[O:18])[N:9]([CH2:19][O:20][CH3:21])[C:8]=2[CH:7]=[C:6]([CH2:22][OH:23])[CH:5]=1)[CH3:2]. The catalyst class is: 13. (2) Reactant: [CH3:1][S:2]([C:5]1[CH:10]=[CH:9][C:8]([CH:11]([C:19]2[NH:23][C:22]([C:24]3[CH:29]=[C:28]([CH:30]=O)[CH:27]=[CH:26][N:25]=3)=[CH:21][CH:20]=2)[CH2:12][CH:13]2[CH2:18][CH2:17][O:16][CH2:15][CH2:14]2)=[CH:7][CH:6]=1)(=[O:4])=[O:3].[C:32]([N:35]1[CH2:40][CH2:39][NH:38][CH2:37][CH2:36]1)(=[O:34])[CH3:33].C(O[BH-](OC(=O)C)OC(=O)C)(=O)C.[Na+]. Product: [C:32]([N:35]1[CH2:40][CH2:39][N:38]([CH2:30][C:28]2[CH:27]=[CH:26][N:25]=[C:24]([C:22]3[NH:23][C:19]([CH:11]([C:8]4[CH:7]=[CH:6][C:5]([S:2]([CH3:1])(=[O:4])=[O:3])=[CH:10][CH:9]=4)[CH2:12][CH:13]4[CH2:14][CH2:15][O:16][CH2:17][CH2:18]4)=[CH:20][CH:21]=3)[CH:29]=2)[CH2:37][CH2:36]1)(=[O:34])[CH3:33]. The catalyst class is: 756.